Dataset: Kir2.1 potassium channel HTS with 301,493 compounds. Task: Binary Classification. Given a drug SMILES string, predict its activity (active/inactive) in a high-throughput screening assay against a specified biological target. The compound is S(c1[nH]c2c(cccc2)c(=O)n1)CCC(O)=O. The result is 0 (inactive).